Dataset: Full USPTO retrosynthesis dataset with 1.9M reactions from patents (1976-2016). Task: Predict the reactants needed to synthesize the given product. (1) The reactants are: [F:1][C:2]1[CH:7]=[CH:6][CH:5]=[CH:4][C:3]=1[CH:8]([C:23]1[CH:28]=[CH:27][CH:26]=[CH:25][C:24]=1[F:29])[O:9][C:10]1[CH:19]=[CH:18][C:17]([N+:20]([O-])=O)=[CH:16][C:11]=1[C:12]([O:14][CH3:15])=[O:13]. Given the product [NH2:20][C:17]1[CH:18]=[CH:19][C:10]([O:9][CH:8]([C:3]2[CH:4]=[CH:5][CH:6]=[CH:7][C:2]=2[F:1])[C:23]2[CH:28]=[CH:27][CH:26]=[CH:25][C:24]=2[F:29])=[C:11]([CH:16]=1)[C:12]([O:14][CH3:15])=[O:13], predict the reactants needed to synthesize it. (2) Given the product [CH2:7]([O:14][C:15]1[CH:16]=[C:17]([CH:31]=[CH:32][CH:33]=1)[C:18]([NH:20][C:21]1[CH:26]=[CH:25][CH:24]=[CH:23][C:22]=1[S:27]([NH:28][C:34](=[O:44])[CH2:35][CH2:36][CH2:37][CH2:38][CH2:39][CH2:40][CH2:41][CH2:42][CH3:43])(=[O:29])=[O:30])=[O:19])[C:8]1[CH:9]=[CH:10][CH:11]=[CH:12][CH:13]=1, predict the reactants needed to synthesize it. The reactants are: CC(C)([O-])C.[K+].[CH2:7]([O:14][C:15]1[CH:16]=[C:17]([CH:31]=[CH:32][CH:33]=1)[C:18]([NH:20][C:21]1[CH:26]=[CH:25][CH:24]=[CH:23][C:22]=1[S:27](=[O:30])(=[O:29])[NH2:28])=[O:19])[C:8]1[CH:13]=[CH:12][CH:11]=[CH:10][CH:9]=1.[C:34](Cl)(=[O:44])[CH2:35][CH2:36][CH2:37][CH2:38][CH2:39][CH2:40][CH2:41][CH2:42][CH3:43].[Cl-].[NH4+]. (3) Given the product [CH3:23][N:24]([CH3:25])[C:20]([C:16]1[CH:15]=[C:14]2[C:19]([CH:11]([CH2:10][NH:9][C:7]([C:5]3[S:6][C:2]([Cl:1])=[CH:3][CH:4]=3)=[O:8])[CH2:12][NH:13]2)=[CH:18][CH:17]=1)=[O:22], predict the reactants needed to synthesize it. The reactants are: [Cl:1][C:2]1[S:6][C:5]([C:7]([NH:9][CH2:10][CH:11]2[C:19]3[C:14](=[CH:15][C:16]([C:20]([OH:22])=O)=[CH:17][CH:18]=3)[NH:13][CH2:12]2)=[O:8])=[CH:4][CH:3]=1.[CH3:23][NH:24][CH3:25].Cl.CCN=C=NCCCN(C)C.C1C=CC2N(O)N=NC=2C=1.CCN(C(C)C)C(C)C. (4) Given the product [F:1][C:2]1[CH:3]=[C:4]([CH:8]=[CH:9][C:10]=1[F:11])[C:5]([NH2:7])=[S:13], predict the reactants needed to synthesize it. The reactants are: [F:1][C:2]1[CH:3]=[C:4]([CH:8]=[CH:9][C:10]=1[F:11])[C:5]([NH2:7])=O.P12(SP3(SP(SP(S3)(S1)=S)(=S)S2)=S)=[S:13]. (5) Given the product [CH2:1]([N:8]([C@H:29]([CH:31]1[CH2:32][CH2:33]1)[CH3:30])[C:9](=[O:28])[CH2:10][N:11]1[C:25](=[O:26])[C:14]2([C:22]3[C:17](=[CH:18][C:19]([C:23]4[N:55]=[N:56][NH:57][N:24]=4)=[CH:20][CH:21]=3)[CH2:16][CH2:15]2)[NH:13][C:12]1=[O:27])[C:2]1[CH:3]=[CH:4][CH:5]=[CH:6][CH:7]=1, predict the reactants needed to synthesize it. The reactants are: [CH2:1]([N:8]([C@H:29]([CH:31]1[CH2:33][CH2:32]1)[CH3:30])[C:9](=[O:28])[CH2:10][N:11]1[C:25](=[O:26])[C:14]2([C:22]3[C:17](=[CH:18][C:19]([C:23]#[N:24])=[CH:20][CH:21]=3)[CH2:16][CH2:15]2)[NH:13][C:12]1=[O:27])[C:2]1[CH:7]=[CH:6][CH:5]=[CH:4][CH:3]=1.O=C1NC2(C3C(=CC(NC(=O)C)=CC=3)CC2)C(=O)N1.[NH4+].[Cl-].[N-:55]=[N+:56]=[N-:57].[Na+]. (6) Given the product [CH3:10][O:11][C:12]1[CH:19]=[C:18]([O:20][CH3:21])[CH:17]=[CH:16][C:13]=1[CH2:14][N:15]1[C:5]2([CH2:6][CH2:7][N:2]([CH3:1])[CH2:3][CH2:4]2)[S:22][CH2:23][C:24]1=[O:25], predict the reactants needed to synthesize it. The reactants are: [CH3:1][N:2]1[CH2:7][CH2:6][C:5](=O)[CH2:4][CH2:3]1.Cl.[CH3:10][O:11][C:12]1[CH:19]=[C:18]([O:20][CH3:21])[CH:17]=[CH:16][C:13]=1[CH2:14][NH2:15].[SH:22][CH2:23][C:24](O)=[O:25].O.